Dataset: Forward reaction prediction with 1.9M reactions from USPTO patents (1976-2016). Task: Predict the product of the given reaction. Given the reactants [CH2:1]([O:8][CH2:9][CH2:10][CH2:11][CH2:12][CH2:13][CH2:14][CH2:15][CH:16]=O)[CH2:2][CH2:3][CH2:4][CH2:5][CH2:6][CH3:7].C(N(CC)CC)C.C(O)(=O)[CH2:26][C:27]([OH:29])=[O:28].P([O-])(O)(O)=O.[Na+], predict the reaction product. The product is: [CH2:1]([O:8][CH2:9][CH2:10][CH2:11][CH2:12][CH2:13][CH2:14]/[CH:15]=[CH:16]/[CH2:26][C:27]([OH:29])=[O:28])[CH2:2][CH2:3][CH2:4][CH2:5][CH2:6][CH3:7].